Dataset: Catalyst prediction with 721,799 reactions and 888 catalyst types from USPTO. Task: Predict which catalyst facilitates the given reaction. (1) Reactant: [CH3:1][CH2:2][CH2:3][CH2:4][CH2:5][CH2:6][CH2:7][CH2:8][C:9]1[CH:10]=[CH:11][C:12]([CH2:15][CH2:16][C:17]([NH2:22])([CH2:20][OH:21])[CH2:18][OH:19])=[CH:13][CH:14]=1.CC(O)C.[ClH:27]. Product: [CH3:1][CH2:2][CH2:3][CH2:4][CH2:5][CH2:6][CH2:7][CH2:8][C:9]1[CH:14]=[CH:13][C:12]([CH2:15][CH2:16][C:17]([NH2:22])([CH2:18][OH:19])[CH2:20][OH:21])=[CH:11][CH:10]=1.[ClH:27]. The catalyst class is: 4. (2) Reactant: [C:1]([C:3]1[CH:11]=[CH:10][C:6]([C:7]([OH:9])=[O:8])=[C:5]([F:12])[CH:4]=1)#[N:2].[C:13](=O)([O-])[O-].[K+].[K+].CI.O. Product: [C:1]([C:3]1[CH:11]=[CH:10][C:6]([C:7]([O:9][CH3:13])=[O:8])=[C:5]([F:12])[CH:4]=1)#[N:2]. The catalyst class is: 9. (3) Reactant: [C:1](=[N:14][NH2:15])([C:8]1[CH:13]=[CH:12][CH:11]=[CH:10][CH:9]=1)[C:2]1[CH:7]=[CH:6][CH:5]=[CH:4][CH:3]=1.[F:16][CH:17]([F:21])[C:18]([CH3:20])=O. Product: [F:16][CH:17]([F:21])[C:18](=[N:15][N:14]=[C:1]([C:8]1[CH:9]=[CH:10][CH:11]=[CH:12][CH:13]=1)[C:2]1[CH:7]=[CH:6][CH:5]=[CH:4][CH:3]=1)[CH3:20]. The catalyst class is: 27.